Task: Predict the reactants needed to synthesize the given product.. Dataset: Full USPTO retrosynthesis dataset with 1.9M reactions from patents (1976-2016) (1) Given the product [CH3:41][C:36]1[CH:37]=[CH:38][C:5]2[C:10](=[CH:9][CH:8]=[C:7]3[O:12][CH2:13][CH:14]([CH2:16][N:28]4[CH2:31][CH:30]([CH2:32][C:33]5[C:41]6[C:36](=[CH:37][CH:38]=[C:39]([CH3:42])[CH:40]=6)[NH:35][CH:34]=5)[CH2:29]4)[O:15][C:6]3=2)[N:35]=1, predict the reactants needed to synthesize it. The reactants are: CC1C=N[C:5]2[C:6]3[O:15][C@@H:14]([CH2:16]OS(C4C=CC(Br)=CC=4)(=O)=O)[CH2:13][O:12][C:7]=3[CH:8]=[CH:9][C:10]=2C=1.[NH:28]1[CH2:31][CH:30]([CH2:32][C:33]2[C:41]3[C:36](=[CH:37][CH:38]=[C:39]([CH3:42])[CH:40]=3)[NH:35][CH:34]=2)[CH2:29]1. (2) Given the product [Br:8][C:4]1[CH:3]=[C:2]([N:13]2[CH2:14][CH2:15][C@H:11]([F:10])[CH2:12]2)[CH:7]=[CH:6][CH:5]=1, predict the reactants needed to synthesize it. The reactants are: Br[C:2]1[CH:7]=[CH:6][CH:5]=[C:4]([Br:8])[CH:3]=1.Cl.[F:10][C@H:11]1[CH2:15][CH2:14][NH:13][CH2:12]1.C1C=CC(P(C2C(C3C(P(C4C=CC=CC=4)C4C=CC=CC=4)=CC=C4C=3C=CC=C4)=C3C(C=CC=C3)=CC=2)C2C=CC=CC=2)=CC=1.C([O-])([O-])=O.[Cs+].[Cs+]. (3) Given the product [CH:1]1([NH:4][C:5]2[C:6]3[S:13][CH:12]=[C:11]([C:14]([NH:16][C:17]4[CH:18]=[C:19]([C:20](=[O:22])[NH:41][C:38]5[CH:39]=[N:40][C:35]([N:32]6[CH2:33][CH2:34][N:29]([CH2:27][CH3:28])[CH2:30][CH2:31]6)=[CH:36][CH:37]=5)[CH:23]=[CH:24][C:25]=4[CH3:26])=[O:15])[C:7]=3[N:8]=[CH:9][N:10]=2)[CH2:2][CH2:3]1, predict the reactants needed to synthesize it. The reactants are: [CH:1]1([NH:4][C:5]2[C:6]3[S:13][CH:12]=[C:11]([C:14]([NH:16][C:17]4[CH:18]=[C:19]([CH:23]=[CH:24][C:25]=4[CH3:26])[C:20]([OH:22])=O)=[O:15])[C:7]=3[N:8]=[CH:9][N:10]=2)[CH2:3][CH2:2]1.[CH2:27]([N:29]1[CH2:34][CH2:33][N:32]([C:35]2[N:40]=[CH:39][C:38]([NH2:41])=[CH:37][CH:36]=2)[CH2:31][CH2:30]1)[CH3:28]. (4) Given the product [CH:1]1([C@H:7]2[CH2:12][CH2:11][C@H:10]([NH:13][C:14](=[O:25])[CH2:15][C:16]3[CH:21]=[CH:20][C:19]([OH:22])=[C:18]([O:23][CH3:24])[CH:17]=3)[CH2:9][CH2:8]2)[CH2:6][CH2:5][CH2:4][CH2:3][CH2:2]1, predict the reactants needed to synthesize it. The reactants are: [C:1]1(=[C:7]2[CH2:12][CH2:11][CH:10]([NH:13][C:14](=[O:25])[CH2:15][C:16]3[CH:21]=[CH:20][C:19]([OH:22])=[C:18]([O:23][CH3:24])[CH:17]=3)[CH2:9][CH2:8]2)[CH2:6][CH2:5][CH2:4][CH2:3][CH2:2]1.